This data is from Cav3 T-type calcium channel HTS with 100,875 compounds. The task is: Binary Classification. Given a drug SMILES string, predict its activity (active/inactive) in a high-throughput screening assay against a specified biological target. (1) The molecule is S(C=1c2n(c3c(CCCC3)c2)C(=O)C1C(OCC)=O)CC. The result is 0 (inactive). (2) The molecule is O(c1c(OCC)cc(C2NC(=O)NC(=C2C(=O)C)c2ccccc2)cc1)CCC. The result is 0 (inactive). (3) The molecule is O(c1cc2CCN(Cc2cc1OC)C(=O)c1c(cccc1)C(O)=O)C. The result is 0 (inactive). (4) The drug is O(CCCn1c2c(nc1CO)cccc2)c1ccccc1. The result is 0 (inactive). (5) The compound is O(c1c(OC)cc(cc1OC)/C=N\Nc1nc(n2nc(cc2C)C)nc(Nc2ccc(cc2)C)n1)C. The result is 0 (inactive).